Dataset: NCI-60 drug combinations with 297,098 pairs across 59 cell lines. Task: Regression. Given two drug SMILES strings and cell line genomic features, predict the synergy score measuring deviation from expected non-interaction effect. (1) Drug 1: CC1=C2C(C(=O)C3(C(CC4C(C3C(C(C2(C)C)(CC1OC(=O)C(C(C5=CC=CC=C5)NC(=O)OC(C)(C)C)O)O)OC(=O)C6=CC=CC=C6)(CO4)OC(=O)C)OC)C)OC. Drug 2: CN1C(=O)N2C=NC(=C2N=N1)C(=O)N. Cell line: M14. Synergy scores: CSS=24.5, Synergy_ZIP=-1.27, Synergy_Bliss=-7.33, Synergy_Loewe=-46.8, Synergy_HSA=-10.4. (2) Drug 1: C1=NC2=C(N1)C(=S)N=C(N2)N. Drug 2: CC1=C(C(CCC1)(C)C)C=CC(=CC=CC(=CC(=O)O)C)C. Cell line: SF-268. Synergy scores: CSS=15.4, Synergy_ZIP=-4.77, Synergy_Bliss=2.33, Synergy_Loewe=-12.9, Synergy_HSA=-3.23. (3) Drug 1: C1C(C(OC1N2C=NC3=C(N=C(N=C32)Cl)N)CO)O. Drug 2: C1CN(P(=O)(OC1)NCCCl)CCCl. Cell line: HCT116. Synergy scores: CSS=54.7, Synergy_ZIP=1.45, Synergy_Bliss=-0.908, Synergy_Loewe=-41.0, Synergy_HSA=0.0785. (4) Cell line: NCI-H226. Drug 2: CC12CCC3C(C1CCC2O)C(CC4=C3C=CC(=C4)O)CCCCCCCCCS(=O)CCCC(C(F)(F)F)(F)F. Synergy scores: CSS=2.87, Synergy_ZIP=-1.36, Synergy_Bliss=-0.601, Synergy_Loewe=1.04, Synergy_HSA=0.413. Drug 1: CCC1(CC2CC(C3=C(CCN(C2)C1)C4=CC=CC=C4N3)(C5=C(C=C6C(=C5)C78CCN9C7C(C=CC9)(C(C(C8N6C)(C(=O)OC)O)OC(=O)C)CC)OC)C(=O)OC)O.OS(=O)(=O)O. (5) Drug 1: CCC1(CC2CC(C3=C(CCN(C2)C1)C4=CC=CC=C4N3)(C5=C(C=C6C(=C5)C78CCN9C7C(C=CC9)(C(C(C8N6C)(C(=O)OC)O)OC(=O)C)CC)OC)C(=O)OC)O.OS(=O)(=O)O. Cell line: HL-60(TB). Synergy scores: CSS=4.86, Synergy_ZIP=2.34, Synergy_Bliss=-4.96, Synergy_Loewe=-0.111, Synergy_HSA=-1.67. Drug 2: C1=CN(C=N1)CC(O)(P(=O)(O)O)P(=O)(O)O.